Predict the reactants needed to synthesize the given product. From a dataset of Full USPTO retrosynthesis dataset with 1.9M reactions from patents (1976-2016). (1) Given the product [C:26]([C:23]1[CH:24]=[CH:25][C:20]([CH2:19][N:13]2[C:14](=[O:18])[N:15]([CH2:16][CH3:17])[C:11]([CH2:10][CH2:9][CH2:8][C:5]3[CH:6]=[CH:7][C:2]([C:48]4[CH:49]=[CH:44][CH:45]=[C:46]([CH2:50][C:51]([O:53][CH2:54][CH3:55])=[O:52])[CH:47]=4)=[CH:3][CH:4]=3)=[N:12]2)=[CH:21][CH:22]=1)([CH3:29])([CH3:28])[CH3:27], predict the reactants needed to synthesize it. The reactants are: Br[C:2]1[CH:7]=[CH:6][C:5]([CH2:8][CH2:9][CH2:10][C:11]2[N:15]([CH2:16][CH3:17])[C:14](=[O:18])[N:13]([CH2:19][C:20]3[CH:25]=[CH:24][C:23]([C:26]([CH3:29])([CH3:28])[CH3:27])=[CH:22][CH:21]=3)[N:12]=2)=[CH:4][CH:3]=1.C(=O)([O-])[O-].[K+].[K+].CC1(C)C(C)(C)OB([C:44]2[CH:45]=[C:46]([CH2:50][C:51]([O:53][CH2:54][CH3:55])=[O:52])[CH:47]=[CH:48][CH:49]=2)O1. (2) Given the product [F:56][C:29]([F:28])([S:52]([O-:55])(=[O:54])=[O:53])[C:30]([F:50])([F:51])[C:31]([F:49])([F:48])[C:32]([F:46])([F:47])[C:33]([F:45])([F:44])[C:34]([F:43])([F:42])[C:35]([F:41])([F:40])[C:36]([F:39])([F:38])[F:37].[CH3:36][C:35]1[CH:30]=[CH:31][C:32]([S+:7]([C:9]2[CH:10]=[CH:11][CH:12]=[CH:13][CH:14]=2)[C:1]2[CH:6]=[CH:5][CH:4]=[CH:3][CH:2]=2)=[CH:33][CH:34]=1, predict the reactants needed to synthesize it. The reactants are: [C:1]1([S:7]([C:9]2[CH:14]=[CH:13][CH:12]=[CH:11][CH:10]=2)=O)[CH:6]=[CH:5][CH:4]=[CH:3][CH:2]=1.FC(F)(F)C(OC(=O)C(F)(F)F)=O.[F:28][C:29]([F:56])([S:52]([OH:55])(=[O:54])=[O:53])[C:30]([F:51])([F:50])[C:31]([F:49])([F:48])[C:32]([F:47])([F:46])[C:33]([F:45])([F:44])[C:34]([F:43])([F:42])[C:35]([F:41])([F:40])[C:36]([F:39])([F:38])[F:37]. (3) Given the product [CH2:22]([C@H:9]([NH:8][C:49]([C@@H:48]([NH:52][C:53]([C@@H:54]([NH:56][C:57]([C:59]1[CH:63]=[C:62]([CH3:64])[O:61][N:60]=1)=[O:58])[CH3:55])=[O:65])[CH2:47][C:40]1[C:41]2[C:46](=[CH:45][CH:44]=[CH:43][CH:42]=2)[NH:38][CH:39]=1)=[O:50])[CH:10]([C:11](=[O:12])[NH:13][CH2:14][C:15]1[CH:20]=[CH:19][CH:18]=[CH:17][CH:16]=1)[OH:21])[C:23]1[CH:28]=[CH:27][CH:26]=[CH:25][CH:24]=1, predict the reactants needed to synthesize it. The reactants are: FC(F)(F)C(O)=O.[NH2:8][CH:9]([CH2:22][C:23]1[CH:28]=[CH:27][CH:26]=[CH:25][CH:24]=1)[C@H:10]([OH:21])[C:11]([NH:13][CH2:14][C:15]1[CH:20]=[CH:19][CH:18]=[CH:17][CH:16]=1)=[O:12].C(N(CC)C(C)C)(C)C.[NH:38]1[C:46]2[C:41](=[CH:42][CH:43]=[CH:44][CH:45]=2)[C:40]([CH2:47][C@H:48]([NH:52][C:53](=[O:65])[C@@H:54]([NH:56][C:57]([C:59]2[CH:63]=[C:62]([CH3:64])[O:61][N:60]=2)=[O:58])[CH3:55])[C:49](O)=[O:50])=[CH:39]1.CN(C(ON1N=NC2C=CC=NC1=2)=[N+](C)C)C.F[P-](F)(F)(F)(F)F. (4) The reactants are: Cl[C:2]1[N:3]([CH2:24][CH:25]2[CH2:29][CH2:28][O:27][CH2:26]2)[C:4]2[C:9]([N:10]=1)=[C:8]([N:11]1[CH2:16][CH2:15][O:14][CH2:13][CH2:12]1)[N:7]=[C:6]([C:17]1[CH:18]=[N:19][C:20]([NH2:23])=[N:21][CH:22]=1)[N:5]=2.[S:30]([N:34]1[CH2:39][CH2:38][NH:37][CH2:36][CH2:35]1)([CH3:33])(=[O:32])=[O:31]. Given the product [CH3:33][S:30]([N:34]1[CH2:39][CH2:38][N:37]([C:2]2[N:3]([CH2:24][CH:25]3[CH2:29][CH2:28][O:27][CH2:26]3)[C:4]3[C:9]([N:10]=2)=[C:8]([N:11]2[CH2:12][CH2:13][O:14][CH2:15][CH2:16]2)[N:7]=[C:6]([C:17]2[CH:22]=[N:21][C:20]([NH2:23])=[N:19][CH:18]=2)[N:5]=3)[CH2:36][CH2:35]1)(=[O:32])=[O:31], predict the reactants needed to synthesize it. (5) Given the product [CH3:38][O:37][C:34]1[CH:33]=[CH:32][C:31]([CH2:30][N:8]([CH2:7][C:6]2[CH:5]=[CH:4][C:3]([O:2][CH3:1])=[CH:40][CH:39]=2)[C:9]2[N:10]=[CH:11][C:12]([C:15]3[C:16]4[CH2:29][CH2:28][N:27]([C:42]5[C:43]([CH3:57])=[C:44]([C:48]([N:50]6[CH2:51][CH2:52][N:53]([CH3:56])[CH2:54][CH2:55]6)=[O:49])[CH:45]=[CH:46][CH:47]=5)[C:17]=4[N:18]=[C:19]([N:21]4[CH2:26][CH2:25][O:24][CH2:23][CH2:22]4)[N:20]=3)=[CH:13][N:14]=2)=[CH:36][CH:35]=1, predict the reactants needed to synthesize it. The reactants are: [CH3:1][O:2][C:3]1[CH:40]=[CH:39][C:6]([CH2:7][N:8]([CH2:30][C:31]2[CH:36]=[CH:35][C:34]([O:37][CH3:38])=[CH:33][CH:32]=2)[C:9]2[N:14]=[CH:13][C:12]([C:15]3[C:16]4[CH2:29][CH2:28][NH:27][C:17]=4[N:18]=[C:19]([N:21]4[CH2:26][CH2:25][O:24][CH2:23][CH2:22]4)[N:20]=3)=[CH:11][N:10]=2)=[CH:5][CH:4]=1.Br[C:42]1[C:43]([CH3:57])=[C:44]([C:48]([N:50]2[CH2:55][CH2:54][N:53]([CH3:56])[CH2:52][CH2:51]2)=[O:49])[CH:45]=[CH:46][CH:47]=1. (6) Given the product [CH3:15][O:14][C:12]1[CH:11]=[C:10]([CH2:16][O:17][C:18]2[CH:19]=[C:20]([NH2:23])[NH:21][N:22]=2)[CH:9]=[C:8]([O:7][CH3:6])[CH:13]=1, predict the reactants needed to synthesize it. The reactants are: C(=O)([O-])[O-].Cl.[CH3:6][O:7][C:8]1[CH:9]=[C:10]([CH2:16][O:17][C:18]2[CH:19]=[C:20]([NH2:23])[NH:21][N:22]=2)[CH:11]=[C:12]([O:14][CH3:15])[CH:13]=1. (7) The reactants are: [Cl:1][C:2]1[CH:3]=[C:4]([S:8]([N:11](S(C2C=CC=C(Cl)C=2)(=O)=O)[C:12]2[CH:17]=[C:16]([N+:18]([O-:20])=[O:19])[C:15]([CH3:21])=[CH:14][C:13]=2[F:22])(=[O:10])=[O:9])[CH:5]=[CH:6][CH:7]=1.[F-].C([N+](CCCC)(CCCC)CCCC)CCC. Given the product [Cl:1][C:2]1[CH:3]=[C:4]([S:8]([NH:11][C:12]2[CH:17]=[C:16]([N+:18]([O-:20])=[O:19])[C:15]([CH3:21])=[CH:14][C:13]=2[F:22])(=[O:9])=[O:10])[CH:5]=[CH:6][CH:7]=1, predict the reactants needed to synthesize it.